From a dataset of Forward reaction prediction with 1.9M reactions from USPTO patents (1976-2016). Predict the product of the given reaction. (1) Given the reactants [F:1][C:2]([F:36])([F:35])[C:3]1[CH:4]=[C:5]([C@H:13]([N:15]([CH3:34])[C:16]([N:18]2[CH2:23][CH2:22][C@@H:21]3[CH2:24][NH:25][CH2:26][C@H:20]3[C@@H:19]2[C:27]2[CH:32]=[CH:31][CH:30]=[CH:29][C:28]=2[CH3:33])=[O:17])[CH3:14])[CH:6]=[C:7]([C:9]([F:12])([F:11])[F:10])[CH:8]=1.[NH2:37][C:38]([N:40]1[CH2:45][CH2:44][CH:43]([C:46](O)=[O:47])[CH2:42][CH2:41]1)=[O:39], predict the reaction product. The product is: [NH2:37][C:38]([N:40]1[CH2:45][CH2:44][CH:43]([C:46]([N:25]2[CH2:24][C@@H:21]3[C@H:20]([C@H:19]([C:27]4[CH:32]=[CH:31][CH:30]=[CH:29][C:28]=4[CH3:33])[N:18]([C:16]([N:15]([C@@H:13]([C:5]4[CH:6]=[C:7]([C:9]([F:11])([F:10])[F:12])[CH:8]=[C:3]([C:2]([F:1])([F:35])[F:36])[CH:4]=4)[CH3:14])[CH3:34])=[O:17])[CH2:23][CH2:22]3)[CH2:26]2)=[O:47])[CH2:42][CH2:41]1)=[O:39]. (2) Given the reactants [C:1](=[O:15])([O:7][CH2:8][CH:9]1[CH2:13][O:12][C:11](=[O:14])[NH:10]1)[O:2][C:3]([CH3:6])([CH3:5])[CH3:4].[H-].[Na+].Br[CH2:19][CH2:20][CH2:21][CH2:22][CH2:23][CH2:24][C:25]([O:27][CH2:28][CH3:29])=[O:26], predict the reaction product. The product is: [C:3]([O:2][C:1]([O:7][CH2:8][CH:9]1[CH2:13][O:12][C:11](=[O:14])[N:10]1[CH2:19][CH2:20][CH2:21][CH2:22][CH2:23][CH2:24][C:25]([O:27][CH2:28][CH3:29])=[O:26])=[O:15])([CH3:5])([CH3:6])[CH3:4]. (3) Given the reactants C(OC(=O)[NH:7][CH:8]([CH2:29][C:30]1[CH:35]=[CH:34][C:33]([Cl:36])=[CH:32][CH:31]=1)[C:9](=[O:28])[N:10]1[CH2:15][CH2:14][N:13]([C:16]2[C:17]3[S:24][C:23]([C:25]#[C:26][CH3:27])=[CH:22][C:18]=3[N:19]=[CH:20][N:21]=2)[CH2:12][CH2:11]1)(C)(C)C.[ClH:38], predict the reaction product. The product is: [ClH:36].[ClH:38].[NH2:7][CH:8]([CH2:29][C:30]1[CH:35]=[CH:34][C:33]([Cl:36])=[CH:32][CH:31]=1)[C:9]([N:10]1[CH2:15][CH2:14][N:13]([C:16]2[C:17]3[S:24][C:23]([C:25]#[C:26][CH3:27])=[CH:22][C:18]=3[N:19]=[CH:20][N:21]=2)[CH2:12][CH2:11]1)=[O:28]. (4) Given the reactants C([O:3][C:4]([C:6]1([NH:16][C:17](=[O:30])[C:18]2[CH:23]=[CH:22][CH:21]=[C:20]([CH3:24])[C:19]=2[O:25][CH:26]2[CH2:29][CH2:28][CH2:27]2)[CH2:14][C:13]2[C:8](=[CH:9][CH:10]=[C:11]([Br:15])[CH:12]=2)[CH2:7]1)=[O:5])C.[OH-].[K+].O, predict the reaction product. The product is: [Br:15][C:11]1[CH:12]=[C:13]2[C:8](=[CH:9][CH:10]=1)[CH2:7][C:6]([NH:16][C:17](=[O:30])[C:18]1[CH:23]=[CH:22][CH:21]=[C:20]([CH3:24])[C:19]=1[O:25][CH:26]1[CH2:27][CH2:28][CH2:29]1)([C:4]([OH:5])=[O:3])[CH2:14]2. (5) Given the reactants [Br:1][C:2]1[CH:11]=[CH:10][C:5]([C:6]([NH:8][NH2:9])=[O:7])=[CH:4][CH:3]=1.CCN=C=NCCCN(C)C.Cl.C1C=CC2N(O)N=NC=2C=1.C(N(CC)CC)C.[C:41]([NH:44][CH2:45][C:46](O)=[O:47])(=[O:43])[CH3:42], predict the reaction product. The product is: [Br:1][C:2]1[CH:11]=[CH:10][C:5]([C:6]([NH:8][NH:9][C:46](=[O:47])[CH2:45][NH:44][C:41](=[O:43])[CH3:42])=[O:7])=[CH:4][CH:3]=1. (6) Given the reactants [F:1][C:2]([F:7])([F:6])[C:3]([OH:5])=[O:4].C(OC(=O)[NH:14][C@H:15]1[CH2:20][CH2:19][C@H:18]([NH:21][C:22]([C:24]2[CH:25]=[C:26]3[C:30](=[CH:31][CH:32]=2)[NH:29][N:28]=[CH:27]3)=[O:23])[CH2:17][CH2:16]1)(C)(C)C, predict the reaction product. The product is: [F:1][C:2]([F:7])([F:6])[C:3]([OH:5])=[O:4].[NH2:14][CH:15]1[CH2:20][CH2:19][CH:18]([NH:21][C:22]([C:24]2[CH:25]=[C:26]3[C:30](=[CH:31][CH:32]=2)[NH:29][N:28]=[CH:27]3)=[O:23])[CH2:17][CH2:16]1.